From a dataset of Reaction yield outcomes from USPTO patents with 853,638 reactions. Predict the reaction yield, written as a fraction of the theoretical maximum amount of product (1.0 means a 100% yield; for example, 0.34 means a 34% yield). (1) The reactants are [N:1]1[CH:6]=[CH:5][CH:4]=[CH:3][C:2]=1[C:7]1[C:8]2[CH2:16][CH2:15][N:14](C(OC(C)(C)C)=O)[CH2:13][C:9]=2[N:10]=[CH:11][N:12]=1.C(O)(C(F)(F)F)=O. The catalyst is C(Cl)Cl. The product is [N:1]1[CH:6]=[CH:5][CH:4]=[CH:3][C:2]=1[C:7]1[C:8]2[CH2:16][CH2:15][NH:14][CH2:13][C:9]=2[N:10]=[CH:11][N:12]=1. The yield is 0.830. (2) The reactants are [Br:1][C:2]1[N:3]=[C:4]([NH:15][CH:16]([CH3:18])[CH3:17])[C:5]([NH:8][CH2:9][C:10](OCC)=[O:11])=[N:6][CH:7]=1.C(O)(C(F)(F)F)=O. The catalyst is CO. The product is [Br:1][C:2]1[N:3]=[C:4]2[N:15]([CH:16]([CH3:18])[CH3:17])[C:10](=[O:11])[CH2:9][NH:8][C:5]2=[N:6][CH:7]=1. The yield is 0.394. (3) The reactants are [OH:1][C:2]1[CH:3]=[C:4]([CH:29]=[CH:30][CH:31]=1)[O:5][C:6]1[S:7][C:8]([C:11]2[CH:15]=[C:14]([CH:16]([N:18]3[C:26](=[O:27])[C:25]4[C:20](=[CH:21][CH:22]=[CH:23][CH:24]=4)[C:19]3=[O:28])[CH3:17])[O:13][N:12]=2)=[CH:9][N:10]=1.[CH:32](O)([CH3:34])[CH3:33].C1(P(C2C=CC=CC=2)C2C=CC=CC=2)C=CC=CC=1.N(C(OCC)=O)=NC(OCC)=O. The catalyst is O1CCCC1. The product is [CH:32]([O:1][C:2]1[CH:3]=[C:4]([CH:29]=[CH:30][CH:31]=1)[O:5][C:6]1[S:7][C:8]([C:11]2[CH:15]=[C:14]([CH:16]([N:18]3[C:26](=[O:27])[C:25]4[C:20](=[CH:21][CH:22]=[CH:23][CH:24]=4)[C:19]3=[O:28])[CH3:17])[O:13][N:12]=2)=[CH:9][N:10]=1)([CH3:34])[CH3:33]. The yield is 0.840. (4) The reactants are CS(O[CH2:6][C@H:7]1[CH2:18][CH2:17][C:16]2[S:15][C:14]3[C:9](=[C:10]([O:19][CH:20]4[CH2:25][CH2:24][CH:23]([N:26]5[CH2:32][C:28]6([CH2:31][O:30][CH2:29]6)[CH2:27]5)[CH2:22][CH2:21]4)[N:11]=[CH:12][N:13]=3)[C:8]1=2)(=O)=O.[C-:33]#[N:34].[Na+]. The catalyst is CS(C)=O. The product is [CH2:31]1[C:28]2([CH2:27][N:26]([CH:23]3[CH2:24][CH2:25][CH:20]([O:19][C:10]4[N:11]=[CH:12][N:13]=[C:14]5[C:9]=4[C:8]4[C@@H:7]([CH2:6][C:33]#[N:34])[CH2:18][CH2:17][C:16]=4[S:15]5)[CH2:21][CH2:22]3)[CH2:32]2)[CH2:29][O:30]1. The yield is 0.650. (5) The reactants are [CH2:1]([O:8][C:9]1[C:10]([Cl:20])=[CH:11][C:12](Br)=[C:13]2[C:18]=1[N:17]=[CH:16][CH:15]=[CH:14]2)[C:2]1[CH:7]=[CH:6][CH:5]=[CH:4][CH:3]=1.[CH:21]1([SH:26])[CH2:25][CH2:24][CH2:23][CH2:22]1.C(=O)([O-])[O-].[Cs+].[Cs+].O. The catalyst is O1CCOCC1.CC1(C)C2C(=C(P(C3C=CC=CC=3)C3C=CC=CC=3)C=CC=2)OC2C(P(C3C=CC=CC=3)C3C=CC=CC=3)=CC=CC1=2. The product is [CH2:1]([O:8][C:9]1[C:10]([Cl:20])=[CH:11][C:12]([S:26][CH:21]2[CH2:25][CH2:24][CH2:23][CH2:22]2)=[C:13]2[C:18]=1[N:17]=[CH:16][CH:15]=[CH:14]2)[C:2]1[CH:7]=[CH:6][CH:5]=[CH:4][CH:3]=1. The yield is 0.936.